Predict the product of the given reaction. From a dataset of Forward reaction prediction with 1.9M reactions from USPTO patents (1976-2016). (1) Given the reactants N[C:2]1[CH:7]=[CH:6][C:5]([C:8](=[O:12])[CH2:9][CH2:10][CH3:11])=[CH:4][CH:3]=1.N([O-])=O.[Na+].[Na+].[I-:18], predict the reaction product. The product is: [I:18][C:2]1[CH:7]=[CH:6][C:5]([C:8](=[O:12])[CH2:9][CH2:10][CH3:11])=[CH:4][CH:3]=1. (2) Given the reactants [I:1][C:2]1[CH:15]=[CH:14][C:5]([C:6]([CH2:8][C:9]([O:11]CC)=O)=O)=[CH:4][CH:3]=1.[NH:16]([C:18]1[N:23]=[CH:22][CH:21]=[CH:20][N:19]=1)[NH2:17], predict the reaction product. The product is: [I:1][C:2]1[CH:3]=[CH:4][C:5]([C:6]2[CH:8]=[C:9]([OH:11])[N:16]([C:18]3[N:23]=[CH:22][CH:21]=[CH:20][N:19]=3)[N:17]=2)=[CH:14][CH:15]=1. (3) The product is: [Br:1][C:2]1[CH:3]=[CH:4][C:5](=[O:12])[N:6]([CH:8]([CH3:11])[CH2:9][O:10][Si:19]([CH:26]([CH3:28])[CH3:27])([CH:23]([CH3:25])[CH3:24])[CH:20]([CH3:22])[CH3:21])[CH:7]=1. Given the reactants [Br:1][C:2]1[CH:3]=[CH:4][C:5](=[O:12])[N:6]([CH:8]([CH3:11])[CH2:9][OH:10])[CH:7]=1.N1C=CN=C1.Cl[Si:19]([CH:26]([CH3:28])[CH3:27])([CH:23]([CH3:25])[CH3:24])[CH:20]([CH3:22])[CH3:21].O, predict the reaction product. (4) Given the reactants [CH2:1]([O:8][C:9]([N:11]1[CH2:16][CH2:15][CH2:14][C:13](=[N:17][NH:18][C:19]([O:21][C:22]([CH3:25])([CH3:24])[CH3:23])=[O:20])[CH2:12]1)=[O:10])[C:2]1[CH:7]=[CH:6][CH:5]=[CH:4][CH:3]=1.C([BH3-])#N.[Na+].O.C1(C)C=CC(S(O)(=O)=O)=CC=1, predict the reaction product. The product is: [C:22]([O:21][C:19]([NH:18][NH:17][CH:13]1[CH2:14][CH2:15][CH2:16][N:11]([C:9]([O:8][CH2:1][C:2]2[CH:7]=[CH:6][CH:5]=[CH:4][CH:3]=2)=[O:10])[CH2:12]1)=[O:20])([CH3:25])([CH3:23])[CH3:24]. (5) Given the reactants [CH:1]1([N:4]([CH3:21])[CH:5]2[CH2:14][CH2:13][C:12]([CH3:16])([CH3:15])[C:11]3[CH:10]=[C:9]([C:17]#[CH:18])[CH:8]=[C:7]([O:19][CH3:20])[C:6]2=3)[CH2:3][CH2:2]1.[CH3:22][O:23][C:24](=[O:52])[CH:25]([C:27]1[CH:32]=[CH:31][C:30](C#CC2C=C(C3CC3)C3OC4(CC4)CC(C)(C)C=3C=2)=[CH:29][CH:28]=1)[CH3:26].C(N(CC)CC)C.C(OCC)(=O)C, predict the reaction product. The product is: [CH3:22][O:23][C:24](=[O:52])[CH:25]([C:27]1[CH:28]=[CH:29][C:30]([C:18]#[C:17][C:9]2[CH:8]=[C:7]([O:19][CH3:20])[C:6]3[CH:5]([N:4]([CH:1]4[CH2:3][CH2:2]4)[CH3:21])[CH2:14][CH2:13][C:12]([CH3:15])([CH3:16])[C:11]=3[CH:10]=2)=[CH:31][CH:32]=1)[CH3:26].